Dataset: Reaction yield outcomes from USPTO patents with 853,638 reactions. Task: Predict the reaction yield, written as a fraction of the theoretical maximum amount of product (1.0 means a 100% yield; for example, 0.34 means a 34% yield). The yield is 0.740. The product is [CH3:1][O:2][C:3]([NH:5][C@H:6]([C:10]([N:12]1[CH:16]([C:17]([OH:19])=[O:18])[CH2:15][C:14]2([CH2:26][CH2:25][O:24][CH2:23][CH2:22]2)[CH2:13]1)=[O:11])[CH:7]([CH3:9])[CH3:8])=[O:4]. The reactants are [CH3:1][O:2][C:3]([NH:5][C@H:6]([C:10]([N:12]1[CH:16]([C:17]([O:19]CC)=[O:18])[CH2:15][C:14]2([CH2:26][CH2:25][O:24][CH2:23][CH2:22]2)[CH2:13]1)=[O:11])[CH:7]([CH3:9])[CH3:8])=[O:4].O.[OH-].[Li+].Cl. The catalyst is C1COCC1.O.CO.